Predict the product of the given reaction. From a dataset of Forward reaction prediction with 1.9M reactions from USPTO patents (1976-2016). (1) Given the reactants [C:1]([C:3]1[CH:4]=[CH:5][C:6]([OH:13])=[C:7]([CH:12]=1)[C:8]([O:10][CH3:11])=[O:9])#[N:2].C(=O)([O-])[O-].[K+].[K+].Br[CH2:21][C:22]1[CH:27]=[CH:26][CH:25]=[CH:24][CH:23]=1, predict the reaction product. The product is: [C:1]([C:3]1[CH:4]=[CH:5][C:6]([O:13][CH2:21][C:22]2[CH:27]=[CH:26][CH:25]=[CH:24][CH:23]=2)=[C:7]([CH:12]=1)[C:8]([O:10][CH3:11])=[O:9])#[N:2]. (2) Given the reactants [Cl:1][C:2]1[N:7]=[CH:6][C:5]([CH2:8][C:9]#[N:10])=[CH:4][CH:3]=1.Br[CH2:12][CH2:13][CH2:14][CH2:15][CH2:16]Br.[H-].[Na+].O, predict the reaction product. The product is: [Cl:1][C:2]1[N:7]=[CH:6][C:5]([C:8]2([C:9]#[N:10])[CH2:16][CH2:15][CH2:14][CH2:13][CH2:12]2)=[CH:4][CH:3]=1. (3) Given the reactants [C:1]([O:5][C:6](=[O:18])[NH:7][C:8]1[CH:13]=[CH:12][C:11]([CH:14]([CH3:16])[CH3:15])=[CH:10][C:9]=1[NH2:17])([CH3:4])([CH3:3])[CH3:2].C([O:23][C:24](=O)[CH2:25][C:26]([C:28]1[CH:33]=[CH:32][N:31]=[C:30]([C:34]#[N:35])[CH:29]=1)=[O:27])(C)(C)C, predict the reaction product. The product is: [C:1]([O:5][C:6](=[O:18])[NH:7][C:8]1[CH:13]=[CH:12][C:11]([CH:14]([CH3:15])[CH3:16])=[CH:10][C:9]=1[NH:17][C:24](=[O:23])[CH2:25][C:26]([C:28]1[CH:33]=[CH:32][N:31]=[C:30]([C:34]#[N:35])[CH:29]=1)=[O:27])([CH3:2])([CH3:4])[CH3:3]. (4) Given the reactants [CH2:1]([C:3]1[C:4]([O:15]C)=[N:5][C:6]([CH3:14])=[C:7]([N:9]2[CH:13]=[CH:12][CH:11]=[N:10]2)[CH:8]=1)[CH3:2].[I-].[Na+].C(#N)C.Cl[Si](C)(C)C, predict the reaction product. The product is: [CH2:1]([C:3]1[C:4](=[O:15])[NH:5][C:6]([CH3:14])=[C:7]([N:9]2[CH:13]=[CH:12][CH:11]=[N:10]2)[CH:8]=1)[CH3:2].